Dataset: Reaction yield outcomes from USPTO patents with 853,638 reactions. Task: Predict the reaction yield, written as a fraction of the theoretical maximum amount of product (1.0 means a 100% yield; for example, 0.34 means a 34% yield). (1) The reactants are [Si]([O:8][CH2:9][C@H:10]([CH2:19][O:20][CH2:21][CH2:22][O:23][CH:24]1[CH2:29][CH2:28][CH2:27][CH2:26][O:25]1)[O:11][Si:12]([C:15]([CH3:18])([CH3:17])[CH3:16])([CH3:14])[CH3:13])(C(C)(C)C)(C)C.N1C=CC=CC=1. The catalyst is C1COCC1.CCOC(C)=O. The product is [Si:12]([O:11][C@@H:10]([CH2:19][O:20][CH2:21][CH2:22][O:23][CH:24]1[CH2:29][CH2:28][CH2:27][CH2:26][O:25]1)[CH2:9][OH:8])([C:15]([CH3:18])([CH3:17])[CH3:16])([CH3:14])[CH3:13]. The yield is 0.580. (2) The reactants are [NH2:1][C:2]1[C:11]2[CH:10]=[CH:9][C:8]([F:12])=[C:7](Br)[C:6]=2[N:5]=[C:4]2[CH2:14][N:15]([CH2:18][CH3:19])[C:16](=[O:17])[C:3]=12.[F:20][C:21]1[CH:22]=[CH:23][C:24]([O:30][CH3:31])=[C:25](B(O)O)[CH:26]=1. No catalyst specified. The product is [NH2:1][C:2]1[C:11]2[CH:10]=[CH:9][C:8]([F:12])=[C:7]([C:23]3[CH:22]=[C:21]([F:20])[CH:26]=[CH:25][C:24]=3[O:30][CH3:31])[C:6]=2[N:5]=[C:4]2[CH2:14][N:15]([CH2:18][CH3:19])[C:16](=[O:17])[C:3]=12. The yield is 0.454. (3) The reactants are [C:1]([C:5]1[CH:6]=[C:7]([CH:10]=[C:11]([C:14]([CH3:17])([CH3:16])[CH3:15])[C:12]=1[OH:13])[CH:8]=O)([CH3:4])([CH3:3])[CH3:2].[Br:18][C:19]1[CH:20]=[C:21]([S:25]([CH2:28][C:29]#[N:30])(=[O:27])=[O:26])[CH:22]=[CH:23][CH:24]=1. No catalyst specified. The product is [Br:18][C:19]1[CH:20]=[C:21]([S:25]([C:28](=[CH:8][C:7]2[CH:6]=[C:5]([C:1]([CH3:4])([CH3:3])[CH3:2])[C:12]([OH:13])=[C:11]([C:14]([CH3:17])([CH3:16])[CH3:15])[CH:10]=2)[C:29]#[N:30])(=[O:26])=[O:27])[CH:22]=[CH:23][CH:24]=1. The yield is 0.530. (4) The yield is 0.550. The product is [CH3:1][O:2][C:3]1[CH:4]=[C:5]2[C:10](=[CH:11][C:12]=1[O:13][CH3:14])[N:9]=[CH:8][N:7]=[C:6]2[O:15][C:16]1[CH:22]=[CH:21][C:19]([NH:20][C:37]([NH:53][CH2:52][CH2:51][N:45]2[CH2:50][CH2:49][CH2:48][CH2:47][CH2:46]2)=[O:43])=[C:18]([N+:23]([O-:25])=[O:24])[CH:17]=1. The reactants are [CH3:1][O:2][C:3]1[CH:4]=[C:5]2[C:10](=[CH:11][C:12]=1[O:13][CH3:14])[N:9]=[CH:8][N:7]=[C:6]2[O:15][C:16]1[CH:22]=[CH:21][C:19]([NH2:20])=[C:18]([N+:23]([O-:25])=[O:24])[CH:17]=1.C(N(CC)CC)C.ClC(Cl)(O[C:37](=[O:43])OC(Cl)(Cl)Cl)Cl.[N:45]1([CH2:51][CH2:52][NH2:53])[CH2:50][CH2:49][CH2:48][CH2:47][CH2:46]1. The catalyst is C(Cl)(Cl)Cl.O.